This data is from NCI-60 drug combinations with 297,098 pairs across 59 cell lines. The task is: Regression. Given two drug SMILES strings and cell line genomic features, predict the synergy score measuring deviation from expected non-interaction effect. (1) Drug 1: CCC1=C2CN3C(=CC4=C(C3=O)COC(=O)C4(CC)O)C2=NC5=C1C=C(C=C5)O. Drug 2: C1CCC(C(C1)N)N.C(=O)(C(=O)[O-])[O-].[Pt+4]. Cell line: A549. Synergy scores: CSS=45.1, Synergy_ZIP=3.29, Synergy_Bliss=6.51, Synergy_Loewe=-5.79, Synergy_HSA=9.00. (2) Drug 1: CC12CCC3C(C1CCC2=O)CC(=C)C4=CC(=O)C=CC34C. Drug 2: CC1CCC2CC(C(=CC=CC=CC(CC(C(=O)C(C(C(=CC(C(=O)CC(OC(=O)C3CCCCN3C(=O)C(=O)C1(O2)O)C(C)CC4CCC(C(C4)OC)O)C)C)O)OC)C)C)C)OC. Cell line: DU-145. Synergy scores: CSS=56.6, Synergy_ZIP=-1.47, Synergy_Bliss=-2.39, Synergy_Loewe=0.344, Synergy_HSA=0.646.